Dataset: Forward reaction prediction with 1.9M reactions from USPTO patents (1976-2016). Task: Predict the product of the given reaction. Given the reactants B(Br)(Br)Br.C[O:6][C:7]1[CH:12]=[CH:11][C:10]([CH2:13]/[CH:14]=[CH:15]/[C:16]([O:18][CH3:19])=[O:17])=[CH:9][CH:8]=1, predict the reaction product. The product is: [OH:6][C:7]1[CH:8]=[CH:9][C:10]([CH2:13]/[CH:14]=[CH:15]/[C:16]([O:18][CH3:19])=[O:17])=[CH:11][CH:12]=1.